From a dataset of Reaction yield outcomes from USPTO patents with 853,638 reactions. Predict the reaction yield, written as a fraction of the theoretical maximum amount of product (1.0 means a 100% yield; for example, 0.34 means a 34% yield). The reactants are [Si:1]([O:8][CH2:9][C@H:10]1[N:14]([C:15]([O:17][C:18]([CH3:21])([CH3:20])[CH3:19])=[O:16])[C:13](=[O:22])[C:12]([CH3:24])([CH3:23])[CH2:11]1)([C:4]([CH3:7])([CH3:6])[CH3:5])([CH3:3])[CH3:2].[Li+].[OH-:26]. The catalyst is C1COCC1.O. The yield is 0.917. The product is [C:18]([O:17][C:15]([NH:14][C@H:10]([CH2:9][O:8][Si:1]([C:4]([CH3:5])([CH3:6])[CH3:7])([CH3:2])[CH3:3])[CH2:11][C:12]([CH3:24])([CH3:23])[C:13]([OH:26])=[O:22])=[O:16])([CH3:19])([CH3:21])[CH3:20].